Task: Predict the product of the given reaction.. Dataset: Forward reaction prediction with 1.9M reactions from USPTO patents (1976-2016) (1) Given the reactants Cl[CH2:2][CH2:3][C:4]1[NH:5][C:6]([C:10]2[CH:11]=[C:12]([CH:29]=[CH:30][C:31]=2[CH3:32])[C:13]([N:15]2[CH2:20][CH2:19][CH:18]([C:21]3[CH:28]=[CH:27][C:24]([C:25]#[N:26])=[CH:23][CH:22]=3)[CH2:17][CH2:16]2)=[O:14])=[C:7]([CH3:9])[N:8]=1.[CH3:33][NH:34][CH3:35], predict the reaction product. The product is: [CH3:33][N:34]([CH3:35])[CH2:2][CH2:3][C:4]1[NH:5][C:6]([C:10]2[CH:11]=[C:12]([CH:29]=[CH:30][C:31]=2[CH3:32])[C:13]([N:15]2[CH2:20][CH2:19][CH:18]([C:21]3[CH:28]=[CH:27][C:24]([C:25]#[N:26])=[CH:23][CH:22]=3)[CH2:17][CH2:16]2)=[O:14])=[C:7]([CH3:9])[N:8]=1. (2) Given the reactants [CH3:1][O:2][C:3]1[CH:4]=[C:5]2[C:9](=[CH:10][CH:11]=1)[NH:8][C:7](=[O:12])[C@:6]12[CH2:14][C@H:13]1[C:15]1[CH:23]=[C:22]2[C:18]([C:19]([C:32]3[CH:33]=[N:34][C:35]([N:38]4[CH2:43][CH2:42][O:41][CH2:40][CH2:39]4)=[CH:36][CH:37]=3)=[N:20][N:21]2COCC[Si](C)(C)C)=[CH:17][CH:16]=1.CCCC[N+](CCCC)(CCCC)CCCC.[F-], predict the reaction product. The product is: [CH3:1][O:2][C:3]1[CH:4]=[C:5]2[C:9](=[CH:10][CH:11]=1)[NH:8][C:7](=[O:12])[C@:6]12[CH2:14][C@H:13]1[C:15]1[CH:23]=[C:22]2[C:18]([C:19]([C:32]3[CH:33]=[N:34][C:35]([N:38]4[CH2:43][CH2:42][O:41][CH2:40][CH2:39]4)=[CH:36][CH:37]=3)=[N:20][NH:21]2)=[CH:17][CH:16]=1. (3) The product is: [CH3:1][C:2]1[C:11]([C:12]([OH:14])=[O:13])=[CH:10][C:9]2[C:4](=[N:5][C:6]([C:16]([F:19])([F:17])[F:18])=[CH:7][CH:8]=2)[N:3]=1. Given the reactants [CH3:1][C:2]1[C:11]([C:12]([O:14]C)=[O:13])=[CH:10][C:9]2[C:4](=[N:5][C:6]([C:16]([F:19])([F:18])[F:17])=[CH:7][CH:8]=2)[N:3]=1.[OH-].[Li+], predict the reaction product. (4) Given the reactants [Li+].[OH-].[C:3]([O:7][C:8]([NH:10][CH:11]([C:13]1[CH:18]=[CH:17][C:16]([NH:19][C:20]2[N:25]=[C:24]([CH2:26][CH2:27][C:28]3[CH:33]=[CH:32][CH:31]=[CH:30][C:29]=3[CH2:34][C:35]([O:37]C)=[O:36])[C:23]([C:39]([F:42])([F:41])[F:40])=[CH:22][N:21]=2)=[CH:15][CH:14]=1)[CH3:12])=[O:9])([CH3:6])([CH3:5])[CH3:4], predict the reaction product. The product is: [C:3]([O:7][C:8]([NH:10][CH:11]([C:13]1[CH:14]=[CH:15][C:16]([NH:19][C:20]2[N:25]=[C:24]([CH2:26][CH2:27][C:28]3[CH:33]=[CH:32][CH:31]=[CH:30][C:29]=3[CH2:34][C:35]([OH:37])=[O:36])[C:23]([C:39]([F:42])([F:41])[F:40])=[CH:22][N:21]=2)=[CH:17][CH:18]=1)[CH3:12])=[O:9])([CH3:4])([CH3:5])[CH3:6]. (5) Given the reactants [N:1]1([C:6]2[N:11]=[C:10]([C:12]3[CH:18]=[CH:17][CH:16]=[CH:15][C:13]=3[NH2:14])[CH:9]=[CH:8][CH:7]=2)[CH2:5][CH2:4][CH2:3][CH2:2]1.[Cl:19][C:20]1[CH:25]=[CH:24][C:23]([N:26]=[C:27]=[O:28])=[CH:22][CH:21]=1, predict the reaction product. The product is: [Cl:19][C:20]1[CH:25]=[CH:24][C:23]([NH:26][C:27]([NH:14][C:13]2[CH:15]=[CH:16][CH:17]=[CH:18][C:12]=2[C:10]2[CH:9]=[CH:8][CH:7]=[C:6]([N:1]3[CH2:5][CH2:4][CH2:3][CH2:2]3)[N:11]=2)=[O:28])=[CH:22][CH:21]=1. (6) Given the reactants [CH3:1][C:2]1[CH:7]=[CH:6][C:5]([CH2:8][C:9]2([CH2:27][C:28]3[CH:33]=[CH:32][C:31]([CH3:34])=[CH:30][CH:29]=3)[C:18]3[C:13](=[CH:14][C:15]([CH3:19])=[CH:16][CH:17]=3)C=[N+:11](CCCS(O)(=O)=O)[CH2:10]2)=[CH:4][CH:3]=1.C(C1(CC2C=CC=CC=2)C2C(=CC=CC=2)C=NC1)C1C=CC=CC=1, predict the reaction product. The product is: [CH3:34][C:31]1[CH:30]=[CH:29][C:28]([CH2:27][C:9]([C:18]2[CH:17]=[CH:16][C:15]([CH3:19])=[CH:14][CH:13]=2)([CH2:8][C:5]2[CH:6]=[CH:7][C:2]([CH3:1])=[CH:3][CH:4]=2)[C:10]#[N:11])=[CH:33][CH:32]=1. (7) Given the reactants Br[C:2]1[C:7]([CH3:8])=[CH:6][CH:5]=[CH:4][C:3]=1[C:9]([N:11]1[CH2:15][CH2:14][CH2:13][CH2:12]1)=[O:10].C(C1C=CC(C2C=CC=CC=2)=C(C(C)C)C=1C(C)C)(C)C.[C:37]([NH:41][C:42]1[C:51](/[CH:52]=[C:53](\[CH3:59])/[C:54]([O:56][CH2:57][CH3:58])=[O:55])=[CH:50][C:49]2[C:44](=[CH:45][CH:46]=[C:47](B3OC(C)(C)C(C)(C)O3)[CH:48]=2)[N:43]=1)([CH3:40])([CH3:39])[CH3:38].C([O-])(=O)C.[K+], predict the reaction product. The product is: [C:37]([NH:41][C:42]1[C:51](/[CH:52]=[C:53](\[CH3:59])/[C:54]([O:56][CH2:57][CH3:58])=[O:55])=[CH:50][C:49]2[C:44](=[CH:45][CH:46]=[C:47]([C:2]3[C:3]([C:9]([N:11]4[CH2:15][CH2:14][CH2:13][CH2:12]4)=[O:10])=[CH:4][CH:5]=[CH:6][C:7]=3[CH3:8])[CH:48]=2)[N:43]=1)([CH3:40])([CH3:39])[CH3:38]. (8) Given the reactants C[O:2][C:3]([CH:5]1[CH2:13][C:12]2[C:7](=[CH:8][CH:9]=[CH:10][CH:11]=2)[CH2:6]1)=[O:4].[CH2:14]1C2C(=CC=CC=2)C[CH:15]1C(O)=O.S(=O)(=O)(O)O.C([N-]C1CCCCC1)(C)C.C(Br)C, predict the reaction product. The product is: [CH2:14]([C:5]1([C:3]([OH:2])=[O:4])[CH2:13][C:12]2[C:7](=[CH:8][CH:9]=[CH:10][CH:11]=2)[CH2:6]1)[CH3:15].